Predict the reactants needed to synthesize the given product. From a dataset of Full USPTO retrosynthesis dataset with 1.9M reactions from patents (1976-2016). (1) Given the product [CH3:1][O:2][C:3]1[CH:8]=[CH:7][CH:6]=[CH:5][C:4]=1[NH:9][S:19]([C:16]1[CH:15]=[CH:14][C:13]([CH:10]([CH3:12])[CH3:11])=[CH:18][N:17]=1)(=[O:20])=[O:21], predict the reactants needed to synthesize it. The reactants are: [CH3:1][O:2][C:3]1[CH:8]=[CH:7][CH:6]=[CH:5][C:4]=1[NH2:9].[CH:10]([C:13]1[CH:14]=[CH:15][C:16]([S:19](Cl)(=[O:21])=[O:20])=[N:17][CH:18]=1)([CH3:12])[CH3:11]. (2) Given the product [OH:41][CH:38]1[CH2:37][CH2:36][N:35]([C@@H:33]([CH3:34])[CH2:32][N:29]2[CH2:28][CH2:27][CH:26]([NH:25][C:19]([C:13]3[NH:14][C:15]4[C:11]([CH:12]=3)=[C:10]([C:7]3[CH:6]=[CH:5][C:4]([O:3][CH2:1][CH3:2])=[CH:9][CH:8]=3)[CH:18]=[CH:17][CH:16]=4)=[O:20])[CH2:31][CH2:30]2)[CH2:40][CH2:39]1, predict the reactants needed to synthesize it. The reactants are: [CH2:1]([O:3][C:4]1[CH:9]=[CH:8][C:7]([C:10]2[CH:18]=[CH:17][CH:16]=[C:15]3[C:11]=2[CH:12]=[C:13]([C:19](O)=[O:20])[NH:14]3)=[CH:6][CH:5]=1)[CH3:2].Cl.Cl.Cl.[NH2:25][CH:26]1[CH2:31][CH2:30][N:29]([CH2:32][C@@H:33]([N:35]2[CH2:40][CH2:39][CH:38]([OH:41])[CH2:37][CH2:36]2)[CH3:34])[CH2:28][CH2:27]1. (3) Given the product [CH3:36][N:2]([CH3:1])[N:3]1[CH2:4][CH2:5][CH:6]([N:9]([CH2:34][CH3:35])[C:10]2[C:25]3[CH2:24][CH:23]=[CH:22][CH2:21][CH2:20][C:19]4[CH:26]=[C:27]([CH3:32])[NH:28][C:29](=[O:30])[C:18]=4[CH2:17][NH:16][C:15](=[O:33])[C:14]=3[CH:13]=[CH:12][CH:11]=2)[CH2:7][CH2:8]1, predict the reactants needed to synthesize it. The reactants are: [CH3:1][N:2]([CH3:36])[N:3]1[CH2:8][CH2:7][CH:6]([N:9]([CH2:34][CH3:35])[C:10]2[C:25]3[CH2:24][CH:23]=[CH:22][CH2:21][CH2:20][C:19]4[CH:26]=[C:27]([CH3:32])[N:28]=[C:29]([O:30]C)[C:18]=4[CH2:17][NH:16][C:15](=[O:33])[C:14]=3[CH:13]=[CH:12][CH:11]=2)[CH2:5][CH2:4]1.Cl.